This data is from Merck oncology drug combination screen with 23,052 pairs across 39 cell lines. The task is: Regression. Given two drug SMILES strings and cell line genomic features, predict the synergy score measuring deviation from expected non-interaction effect. (1) Drug 2: COC12C(COC(N)=O)C3=C(C(=O)C(C)=C(N)C3=O)N1CC1NC12. Synergy scores: synergy=-9.19. Cell line: NCIH1650. Drug 1: O=S1(=O)NC2(CN1CC(F)(F)F)C1CCC2Cc2cc(C=CCN3CCC(C(F)(F)F)CC3)ccc2C1. (2) Drug 1: CN1C(=O)C=CC2(C)C3CCC4(C)C(NC(=O)OCC(F)(F)F)CCC4C3CCC12. Drug 2: COC1CC2CCC(C)C(O)(O2)C(=O)C(=O)N2CCCCC2C(=O)OC(C(C)CC2CCC(OP(C)(C)=O)C(OC)C2)CC(=O)C(C)C=C(C)C(O)C(OC)C(=O)C(C)CC(C)C=CC=CC=C1C. Cell line: UWB1289BRCA1. Synergy scores: synergy=13.7. (3) Drug 1: COc1cc(C2c3cc4c(cc3C(OC3OC5COC(C)OC5C(O)C3O)C3COC(=O)C23)OCO4)cc(OC)c1O. Drug 2: O=C(CCCCCCC(=O)Nc1ccccc1)NO. Cell line: NCIH520. Synergy scores: synergy=2.43. (4) Drug 1: CCN(CC)CCNC(=O)c1c(C)[nH]c(C=C2C(=O)Nc3ccc(F)cc32)c1C. Drug 2: C#Cc1cccc(Nc2ncnc3cc(OCCOC)c(OCCOC)cc23)c1. Cell line: OV90. Synergy scores: synergy=10.2. (5) Drug 1: CN1C(=O)C=CC2(C)C3CCC4(C)C(NC(=O)OCC(F)(F)F)CCC4C3CCC12. Drug 2: CCc1c2c(nc3ccc(O)cc13)-c1cc3c(c(=O)n1C2)COC(=O)C3(O)CC. Cell line: UACC62. Synergy scores: synergy=-2.63. (6) Drug 1: O=P1(N(CCCl)CCCl)NCCCO1. Drug 2: N#Cc1ccc(Cn2cncc2CN2CCN(c3cccc(Cl)c3)C(=O)C2)cc1. Cell line: MSTO. Synergy scores: synergy=0.971. (7) Drug 1: COc1cc(C2c3cc4c(cc3C(OC3OC5COC(C)OC5C(O)C3O)C3COC(=O)C23)OCO4)cc(OC)c1O. Drug 2: CC(C)CC(NC(=O)C(Cc1ccccc1)NC(=O)c1cnccn1)B(O)O. Cell line: A375. Synergy scores: synergy=-9.83. (8) Synergy scores: synergy=-0.865. Cell line: NCIH1650. Drug 1: O=S1(=O)NC2(CN1CC(F)(F)F)C1CCC2Cc2cc(C=CCN3CCC(C(F)(F)F)CC3)ccc2C1. Drug 2: N.N.O=C(O)C1(C(=O)O)CCC1.[Pt]. (9) Drug 1: CN(C)C(=N)N=C(N)N. Drug 2: CCc1cnn2c(NCc3ccc[n+]([O-])c3)cc(N3CCCCC3CCO)nc12. Cell line: CAOV3. Synergy scores: synergy=-13.2. (10) Drug 1: CN(Cc1cnc2nc(N)nc(N)c2n1)c1ccc(C(=O)NC(CCC(=O)O)C(=O)O)cc1. Drug 2: Cn1cc(-c2cnn3c(N)c(Br)c(C4CCCNC4)nc23)cn1. Cell line: SKMES1. Synergy scores: synergy=-16.4.